This data is from Experimentally validated miRNA-target interactions with 360,000+ pairs, plus equal number of negative samples. The task is: Binary Classification. Given a miRNA mature sequence and a target amino acid sequence, predict their likelihood of interaction. (1) The miRNA is hsa-miR-3123 with sequence CAGAGAAUUGUUUAAUC. The protein sequence of the target gene is MACILKRKSVIAVSFIAAFLFLLVVRLVNEVNFPLLLNCFGQPGTKWIPFSYTYRRPLRTHYGYINVKTQEPLQLDCDLCAIVSNSGQMVGQKVGNEIDRSSCIWRMNNAPTKGYEEDVGRMTMIRVVSHTSVPLLLKNPDYFFKEANTTIYVIWGPFRNMRKDGNGIVYNMLKKTVGIYPNAQIYVTTEKRMSYCDGVFKKETGKDRVQSGSYLSTGWFTFLLAMDACYGIHVYGMINDTYCKTEGYRKVPYHYYEQGRDECDEYFLHEHAPYGGHRFITEKKVFAKWAKKHRIIFTHP.... Result: 1 (interaction). (2) The miRNA is mmu-miR-3093-3p with sequence UGUGGACACCGUGGGAGGUUGG. The protein sequence of the target gene is MERPPPRAAGRDPSALRAEAPWLRAEGPGPRAAPVTVPTPPQGSSVGGGFAGLEFARPQESEPRASDLGAPRTWTGAAAGPRTPSAHIPVPAQRATPGKARLDEVMAAAALTSLSTSPLLLGAPVAAFSPEPGLEPWKEALVRPPGSYSSSSNSGDWGWDLASDQSSPSTPSPPLPPEAAHFLFGEPTLRKRKSPAQVMFQCLWKSCGKVLSTASAMQRHIRLVHLGRQAEPEQSDGEEDFYYTELDVGVDTLTDGLSSLTPVSPTASMPPAFPRLELPELLEPPALPSPLRPPAPPLPP.... Result: 0 (no interaction). (3) The miRNA is hsa-miR-3151-5p with sequence GGUGGGGCAAUGGGAUCAGGU. The protein sequence of the target gene is MKSQEEVEVAGIKLCKAMSLGSVTFTDVAIDFSQDEWEWLNLAQRSLYKKVMLENYRNLVSVGLCISKPDVISLLEQEKDPWVIKGGMNRGLCPDLECVWVTKSLSLNQDIYEEKLPPAIIMERLKSYDLECSTLGKNWKCEDLFERELVNQKTHFRQETITHIDTLIEKRDHSNKSGTVFHLNTLSYIKQIFPMEERIFNFHTDKKSLKTHSVVKKHKQDRGEKKLLKCNDCEKIFSKISTLTLHQRIHTGEKPYECIECGKAFSQSAHLAQHQRIHTGEKPFECTECGKAFSQNAHLV.... Result: 0 (no interaction). (4) The miRNA is mmu-miR-490-5p with sequence CCAUGGAUCUCCAGGUGGGU. The protein sequence of the target gene is MAQSLRLHFAARRSNTYPLSETSGDDLDSHVHMCFKRPTRISTSNVVQMKLTPRQTALAPLIKENVQSQERSSVPSSENVNKKSSCLQISLQPTRYSGYLQSSNVLADSDDASFTCILKDGIYSSAVVDNELNAVNDGHLVSSPAICSGSLSNFSTSDNGSYSSNGSDFGSCASITSGGSYTNSVISDSSSYTFPPSDDTFLGGNLPSDSTSNRSVPNRNTTPCEIFSRSTSTDPFVQDDLEHGLEIMKLPVSRNTKIPLKRYSSLVIFPRSPSTTRPTSPTSLCTLLSKGSYQTSHQFI.... Result: 0 (no interaction).